Dataset: Peptide-MHC class II binding affinity with 134,281 pairs from IEDB. Task: Regression. Given a peptide amino acid sequence and an MHC pseudo amino acid sequence, predict their binding affinity value. This is MHC class II binding data. (1) The peptide sequence is KQQGIRYANPIAFFR. The MHC is HLA-DQA10101-DQB10501 with pseudo-sequence HLA-DQA10101-DQB10501. The binding affinity (normalized) is 0.392. (2) The peptide sequence is LVQDDVIPANWKPDT. The binding affinity (normalized) is 0. The MHC is HLA-DPA10103-DPB10401 with pseudo-sequence HLA-DPA10103-DPB10401. (3) The peptide sequence is IRQAGVQYSRADEEQ. The MHC is DRB4_0101 with pseudo-sequence DRB4_0103. The binding affinity (normalized) is 0.388. (4) The peptide sequence is TKVTFHVVGVGPLLH. The MHC is DRB1_1201 with pseudo-sequence DRB1_1201. The binding affinity (normalized) is 0.149. (5) The peptide sequence is MGRDIKVQFQSGGAN. The MHC is DRB1_0301 with pseudo-sequence DRB1_0301. The binding affinity (normalized) is 0.246. (6) The peptide sequence is RQAGVQYSR. The MHC is DRB4_0101 with pseudo-sequence DRB4_0103. The binding affinity (normalized) is 0.0816. (7) The peptide sequence is QPCNGVTMNDVKIEY. The MHC is HLA-DPA10201-DPB10101 with pseudo-sequence HLA-DPA10201-DPB10101. The binding affinity (normalized) is 0.241. (8) The peptide sequence is FFIQSFTMSTALKRL. The MHC is HLA-DPA10201-DPB10101 with pseudo-sequence HLA-DPA10201-DPB10101. The binding affinity (normalized) is 0.598. (9) The peptide sequence is VTVDAAVLAAIDADA. The MHC is DRB3_0101 with pseudo-sequence DRB3_0101. The binding affinity (normalized) is 0.584.